Dataset: Forward reaction prediction with 1.9M reactions from USPTO patents (1976-2016). Task: Predict the product of the given reaction. Given the reactants [NH2:1][C:2]1[C:7]([NH2:8])=[CH:6][CH:5]=[CH:4][N:3]=1.[C:9](O)(=[O:13])[C:10](O)=[O:11], predict the reaction product. The product is: [NH:8]1[C:10](=[O:11])[C:9](=[O:13])[NH:1][C:2]2[N:3]=[CH:4][CH:5]=[CH:6][C:7]1=2.